From a dataset of Full USPTO retrosynthesis dataset with 1.9M reactions from patents (1976-2016). Predict the reactants needed to synthesize the given product. (1) Given the product [CH:7]1([O:12][C:13]2[CH:14]=[C:15]([C:16]3[CH:3]([CH2:4][OH:5])[CH:2]([CH2:1][OH:6])[O:18][N:17]=3)[CH:19]=[CH:20][C:21]=2[O:22][CH3:23])[CH2:8][CH2:9][CH2:10][CH2:11]1, predict the reactants needed to synthesize it. The reactants are: [CH2:1]([OH:6])[CH:2]=[CH:3][CH2:4][OH:5].[CH:7]1([O:12][C:13]2[CH:14]=[C:15]([CH:19]=[CH:20][C:21]=2[O:22][CH3:23])[CH:16]=[N:17][OH:18])[CH2:11][CH2:10][CH2:9][CH2:8]1.Cl[O-].[Na+]. (2) Given the product [CH2:1]([O:8][CH2:9][CH2:10][CH2:11][C@H:12]([C:21]1[C:25]([CH:26]2[CH2:27][CH2:28]2)=[C:24]([CH:29]=[O:30])[O:23][N:22]=1)[CH2:13][C:14]([O:16][C:17]([CH3:20])([CH3:19])[CH3:18])=[O:15])[C:2]1[CH:7]=[CH:6][CH:5]=[CH:4][CH:3]=1, predict the reactants needed to synthesize it. The reactants are: [CH2:1]([O:8][CH2:9][CH2:10][CH2:11][C@H:12]([C:21]1[C:25]([CH:26]2[CH2:28][CH2:27]2)=[C:24]([CH2:29][OH:30])[O:23][N:22]=1)[CH2:13][C:14]([O:16][C:17]([CH3:20])([CH3:19])[CH3:18])=[O:15])[C:2]1[CH:7]=[CH:6][CH:5]=[CH:4][CH:3]=1.CC(OI1(OC(C)=O)(OC(C)=O)OC(=O)C2C=CC=CC1=2)=O.S([O-])([O-])=O.[Na+].[Na+].C(=O)([O-])O.[Na+]. (3) Given the product [BrH:23].[OH:2][C:3]1[C:8]2[O:9][C:10]3[C:11]4[CH:12]([CH2:13][NH:14][CH2:15][C:16]=4[CH:17]=[CH:18][CH:19]=3)[C:7]=2[CH:6]=[CH:5][C:4]=1[OH:20], predict the reactants needed to synthesize it. The reactants are: C[O:2][C:3]1[C:8]2[O:9][C:10]3[C:11]4[CH:12]([CH2:13][NH:14][CH2:15][C:16]=4[CH:17]=[CH:18][CH:19]=3)[C:7]=2[CH:6]=[CH:5][C:4]=1[O:20]C.B(Br)(Br)[Br:23].CO. (4) Given the product [F:1][C:2]1[CH:3]=[CH:4][C:5]([O:17][CH3:18])=[C:6]([C:8]2[CH:13]=[CH:12][N:11]=[C:10]3[NH:14][CH:15]=[C:16]([I:19])[C:9]=23)[CH:7]=1, predict the reactants needed to synthesize it. The reactants are: [F:1][C:2]1[CH:3]=[CH:4][C:5]([O:17][CH3:18])=[C:6]([C:8]2[CH:13]=[CH:12][N:11]=[C:10]3[NH:14][CH:15]=[CH:16][C:9]=23)[CH:7]=1.[I:19]N1C(=O)CCC1=O. (5) The reactants are: [CH3:1][C:2]1([CH3:16])[C:10]2[C:5](=[CH:6][CH:7]=[CH:8][CH:9]=2)[N:4]=[C:3]1[C:11]([O:13][CH2:14][CH3:15])=[O:12]. Given the product [CH3:1][C:2]1([CH3:16])[C:10]2[C:5](=[CH:6][CH:7]=[CH:8][CH:9]=2)[NH:4][CH:3]1[C:11]([O:13][CH2:14][CH3:15])=[O:12], predict the reactants needed to synthesize it. (6) Given the product [CH3:1][C:2]1([CH3:12])[CH2:7][CH2:6][CH2:5][C:4]2[C:8](=[O:11])[CH2:9][CH2:10][C:3]1=2, predict the reactants needed to synthesize it. The reactants are: [CH3:1][C:2]1([CH3:12])[CH2:7][CH2:6][CH2:5][C:4]([C:8](=[O:11])[CH:9]=[CH2:10])=[CH:3]1.C(O)=O.ClCCl. (7) Given the product [Cl:40][CH2:41][CH2:42][C:43]([C:45]1[CH:46]=[CH:47][C:48]([F:51])=[CH:49][CH:50]=1)([OH:44])[CH2:6][CH:1]=[CH2:2], predict the reactants needed to synthesize it. The reactants are: [CH:1]1[CH:6]=C2C=CC(O)=C(C3C4C(=CC=CC=4)C=CC=3O)C2=C[CH:2]=1.CC(O)C.C([Sn](CC=C)(CC=C)CC=C)C=C.[Cl:40][CH2:41][CH2:42][C:43]([C:45]1[CH:50]=[CH:49][C:48]([F:51])=[CH:47][CH:46]=1)=[O:44]. (8) Given the product [CH3:16][N:9]1[C:10]2[CH:11]=[CH:12][CH:13]=[CH:14][C:15]=2[C:7]2[C:5]([C:4]([O:3][CH2:1][CH3:2])=[O:22])=[N:31][N:30]([C:27]3[CH:28]=[CH:29][C:24]([CH3:32])=[CH:25][CH:26]=3)[C:17](=[O:19])[C:8]1=2, predict the reactants needed to synthesize it. The reactants are: [CH2:1]([O:3][C:4](=[O:22])[C:5]([C:7]1[C:15]2[C:10](=[CH:11][CH:12]=[CH:13][CH:14]=2)[N:9]([CH3:16])[C:8]=1[C:17]([O:19]CC)=O)=O)[CH3:2].Cl.[C:24]1([CH3:32])[CH:29]=[CH:28][C:27]([NH:30][NH2:31])=[CH:26][CH:25]=1.